Dataset: Catalyst prediction with 721,799 reactions and 888 catalyst types from USPTO. Task: Predict which catalyst facilitates the given reaction. (1) Reactant: [C:1]1(B(O)O)[C:10]2[C:5](=[CH:6][CH:7]=[CH:8][CH:9]=2)[CH:4]=[CH:3][CH:2]=1.C(=O)([O-])[O-].[Cs+].[Cs+].Br[C:21]1[C:29]([CH3:30])=[CH:28][CH:27]=[C:26]2[C:22]=1[CH:23]=[CH:24][CH2:25]2. Product: [C:1]1([C:21]2[C:29]([CH3:30])=[CH:28][CH:27]=[C:26]3[C:22]=2[CH:23]=[CH:24][CH2:25]3)[C:10]2[C:5](=[CH:6][CH:7]=[CH:8][CH:9]=2)[CH:4]=[CH:3][CH:2]=1. The catalyst class is: 564. (2) Reactant: C[O:2][C:3](=[O:36])[CH:4]([N:6]([C:16](=[O:35])[CH:17]([CH2:28][CH:29]1[CH2:34][CH2:33][CH2:32][CH2:31][CH2:30]1)[C:18](=[O:27])[CH2:19][CH2:20][CH:21]1[CH2:26][CH2:25][CH2:24][CH2:23][CH2:22]1)[CH2:7][C:8]1[CH:13]=[CH:12][C:11]([O:14][CH3:15])=[CH:10][CH:9]=1)[CH3:5].[Li+].[OH-]. Product: [CH:21]1([CH2:20][CH2:19][C:18](=[O:27])[CH:17]([CH2:28][CH:29]2[CH2:30][CH2:31][CH2:32][CH2:33][CH2:34]2)[C:16]([N:6]([CH2:7][C:8]2[CH:13]=[CH:12][C:11]([O:14][CH3:15])=[CH:10][CH:9]=2)[CH:4]([CH3:5])[C:3]([OH:36])=[O:2])=[O:35])[CH2:22][CH2:23][CH2:24][CH2:25][CH2:26]1. The catalyst class is: 20. (3) Reactant: [CH2:1]([C:3]1[C:7]([S:8][C:9]2[CH:14]=[CH:13][C:12]([F:15])=[CH:11][CH:10]=2)=[C:6]([CH2:16][CH3:17])[N:5]([CH2:18][C:19]([NH:22]S(C2C=CC([N+]([O-])=O)=CC=2)(=O)=O)([CH3:21])[CH3:20])[N:4]=1)[CH3:2].C1(S)C=CC=CC=1.C(=O)([O-])[O-].[K+].[K+].C(#N)C. Product: [CH2:1]([C:3]1[C:7]([S:8][C:9]2[CH:14]=[CH:13][C:12]([F:15])=[CH:11][CH:10]=2)=[C:6]([CH2:16][CH3:17])[N:5]([CH2:18][C:19]([NH2:22])([CH3:20])[CH3:21])[N:4]=1)[CH3:2]. The catalyst class is: 374. (4) Reactant: [C:1]1([S:7]([C:10]2[CH:19]=[C:18]3[C:13]([C:14](=[CH:20][C:21]#[N:22])[CH2:15][CH2:16][O:17]3)=[CH:12][CH:11]=2)(=[O:9])=[O:8])[CH:6]=[CH:5][CH:4]=[CH:3][CH:2]=1.[H][H]. Product: [C:1]1([S:7]([C:10]2[CH:19]=[C:18]3[C:13]([CH:14]([CH2:20][C:21]#[N:22])[CH2:15][CH2:16][O:17]3)=[CH:12][CH:11]=2)(=[O:9])=[O:8])[CH:2]=[CH:3][CH:4]=[CH:5][CH:6]=1. The catalyst class is: 99. (5) Reactant: C[O:2][C:3]1[C:4]([CH3:35])=[C:5]([C:26]([O:33]C)=[C:27]([O:31][CH3:32])[C:28]=1[O:29][CH3:30])[CH2:6][C:7]1[CH:8]=[CH:9][C:10]([O:17][CH2:18][C:19]([O:21][C:22]([CH3:25])([CH3:24])[CH3:23])=[O:20])=[C:11]([CH:16]=1)[C:12]([O:14][CH3:15])=[O:13].O=[N+]([O-])[O-].[O-][N+](=O)[O-].[O-][N+](=O)[O-].[O-][N+](=O)[O-].[O-][N+](=O)[O-].[O-][N+](=O)[O-].[Ce+4].[NH4+].[NH4+]. Product: [CH3:30][O:29][C:28]1[C:3](=[O:2])[C:4]([CH3:35])=[C:5]([CH2:6][C:7]2[CH:8]=[CH:9][C:10]([O:17][CH2:18][C:19]([O:21][C:22]([CH3:24])([CH3:23])[CH3:25])=[O:20])=[C:11]([CH:16]=2)[C:12]([O:14][CH3:15])=[O:13])[C:26](=[O:33])[C:27]=1[O:31][CH3:32]. The catalyst class is: 47.